Dataset: Full USPTO retrosynthesis dataset with 1.9M reactions from patents (1976-2016). Task: Predict the reactants needed to synthesize the given product. (1) Given the product [Br:13][C:14]1[CH:19]=[C:18]([Br:20])[CH:17]=[C:16]([F:21])[C:15]=1[CH:24]=[O:25], predict the reactants needed to synthesize it. The reactants are: C(NC(C)C)(C)C.C([Li])CCC.[Br:13][C:14]1[CH:15]=[C:16]([F:21])[CH:17]=[C:18]([Br:20])[CH:19]=1.CN(C)[CH:24]=[O:25]. (2) Given the product [CH3:31][N:27]1[CH2:26][CH2:25][CH:24]([C:9]2[N:8]=[C:7]([N:3]3[CH2:4][CH2:5][CH2:6][C@H:2]3[CH3:1])[N:12]=[C:11]([NH:13][C:14]3[CH:19]=[C:18]([C:20]([F:21])([F:23])[F:22])[CH:17]=[CH:16][N:15]=3)[CH:10]=2)[CH2:29][CH2:28]1, predict the reactants needed to synthesize it. The reactants are: [CH3:1][C@@H:2]1[CH2:6][CH2:5][CH2:4][N:3]1[C:7]1[N:12]=[C:11]([NH:13][C:14]2[CH:19]=[C:18]([C:20]([F:23])([F:22])[F:21])[CH:17]=[CH:16][N:15]=2)[CH:10]=[C:9]([CH:24]2[CH2:29][CH2:28][NH:27][CH2:26][CH2:25]2)[N:8]=1.O1CCOC[CH2:31]1.C=O. (3) Given the product [C:14]([C:11]1[CH:12]=[CH:13][C:8]2[N:7]=[C:25]([C:26]3[S:27][CH:28]=[CH:29][CH:30]=3)[CH2:24][C:23](=[O:32])[NH:22][C:9]=2[CH:10]=1)(=[O:21])[C:15]1[CH:20]=[CH:19][CH:18]=[CH:17][CH:16]=1, predict the reactants needed to synthesize it. The reactants are: C(OC(=O)[NH:7][C:8]1[CH:13]=[CH:12][C:11]([C:14](=[O:21])[C:15]2[CH:20]=[CH:19][CH:18]=[CH:17][CH:16]=2)=[CH:10][C:9]=1[NH:22][C:23](=[O:32])[CH2:24][C:25](=O)[C:26]1[S:27][CH:28]=[CH:29][CH:30]=1)(C)(C)C.C(O)(C(F)(F)F)=O. (4) Given the product [Cl:15][C:16]1[CH:17]=[C:18]2[C:23](=[CH:24][C:25]=1[Cl:26])[N:22]=[CH:21][CH:20]=[C:2]2[CH:3]=[O:5], predict the reactants needed to synthesize it. The reactants are: F[C:2](F)(F)[C:3]([OH:5])=O.C(I)(C)(C)C.II.[Cl:15][C:16]1[CH:17]=[C:18]2[C:23](=[CH:24][C:25]=1[Cl:26])[N:22]=[CH:21][CH:20]=C2C.S([O-])([O-])(=O)=S.[Na+].[Na+].C(=O)([O-])O.[Na+]. (5) Given the product [CH3:1][O:2][CH:3]([CH:5]1[CH2:9][CH2:8][CH2:7][NH:6]1)[CH3:4], predict the reactants needed to synthesize it. The reactants are: [CH3:1][O:2][CH:3]([CH:5]1[CH2:9][CH2:8][CH2:7][N:6]1C(OC(C)(C)C)=O)[CH3:4].C(O)(C(F)(F)F)=O. (6) The reactants are: [NH2:1][C@@H:2]([CH2:20][O:21][CH2:22][C:23]1[CH:28]=[CH:27][CH:26]=[CH:25][CH:24]=1)[C:3]([NH:5][C:6]1[CH:11]=[CH:10][C:9]([O:12][C:13]2[CH:18]=[CH:17][C:16]([F:19])=[CH:15][CH:14]=2)=[CH:8][CH:7]=1)=[O:4].Cl.[N:30]1([CH2:35][C:36](O)=[O:37])[CH:34]=[N:33][CH:32]=[N:31]1. Given the product [N:30]1([CH2:35][C:36]([NH:1][C@@H:2]([CH2:20][O:21][CH2:22][C:23]2[CH:24]=[CH:25][CH:26]=[CH:27][CH:28]=2)[C:3]([NH:5][C:6]2[CH:7]=[CH:8][C:9]([O:12][C:13]3[CH:18]=[CH:17][C:16]([F:19])=[CH:15][CH:14]=3)=[CH:10][CH:11]=2)=[O:4])=[O:37])[CH:34]=[N:33][CH:32]=[N:31]1, predict the reactants needed to synthesize it. (7) Given the product [N+:31]([C:29]1[CH:28]=[CH:27][C:24]([CH:25]([C:2]2[CH:7]=[CH:6][CH:5]=[CH:4][N:3]=2)[OH:26])=[C:23]([O:22][CH2:21][C:20]([F:19])([F:34])[F:35])[CH:30]=1)([O-:33])=[O:32], predict the reactants needed to synthesize it. The reactants are: Br[C:2]1[CH:7]=[CH:6][CH:5]=[CH:4][N:3]=1.CCCCCC.C([Li])CCC.[F:19][C:20]([F:35])([F:34])[CH2:21][O:22][C:23]1[CH:30]=[C:29]([N+:31]([O-:33])=[O:32])[CH:28]=[CH:27][C:24]=1[CH:25]=[O:26].O. (8) Given the product [Cl:1][C:2]1[N:3]([C:11]2[CH:12]=[CH:13][C:14]([O:15][CH2:16][CH2:17][CH2:18][N:19]3[CH2:24][CH2:23][CH:22]([CH2:25][OH:26])[CH2:21][CH2:20]3)=[CH:29][CH:30]=2)[N:4]=[C:5]2[C:10]=1[CH:9]=[CH:8][CH:7]=[CH:6]2, predict the reactants needed to synthesize it. The reactants are: [Cl:1][C:2]1[N:3]([C:11]2[CH:30]=[CH:29][C:14]([O:15][CH2:16][CH2:17][CH2:18][N:19]3[CH2:24][CH2:23][CH:22]([C:25](OC)=[O:26])[CH2:21][CH2:20]3)=[CH:13][CH:12]=2)[N:4]=[C:5]2[C:10]=1[CH:9]=[CH:8][CH:7]=[CH:6]2.[BH4-].[Na+]. (9) Given the product [O:36]1[CH2:37][CH2:38][N:33]([C:29](=[N:18][C:17]2[NH:16][C:14](=[O:15])[C:13]3[N:12]=[CH:11][N:10]([C:20]=3[N:19]=2)[C@@H:2]2[O:9][C@H:6]([CH2:7][OH:8])[C@@H:4]([OH:5])[CH2:3]2)[CH3:30])[CH2:34][CH2:35]1, predict the reactants needed to synthesize it. The reactants are: O.[C@@H:2]1([N:10]2[C:20]3[N:19]=[C:17]([NH2:18])[NH:16][C:14](=[O:15])[C:13]=3[N:12]=[CH:11]2)[O:9][C@H:6]([CH2:7][OH:8])[C@@H:4]([OH:5])[CH2:3]1.N1C=CC=CC=1.CO[C:29]([N:33]1[CH2:38][CH2:37][O:36][CH2:35][CH2:34]1)(OC)[CH3:30].